From a dataset of Peptide-MHC class I binding affinity with 185,985 pairs from IEDB/IMGT. Regression. Given a peptide amino acid sequence and an MHC pseudo amino acid sequence, predict their binding affinity value. This is MHC class I binding data. The peptide sequence is VTTEVAFGL. The MHC is HLA-A02:11 with pseudo-sequence HLA-A02:11. The binding affinity (normalized) is 1.00.